Task: Predict the reaction yield, written as a fraction of the theoretical maximum amount of product (1.0 means a 100% yield; for example, 0.34 means a 34% yield).. Dataset: Reaction yield outcomes from USPTO patents with 853,638 reactions The reactants are [CH2:1]([N:8]1[CH2:13][CH2:12][NH:11][CH:10]([CH2:14][OH:15])[CH2:9]1)[C:2]1[CH:7]=[CH:6][CH:5]=[CH:4][CH:3]=1.Cl[C:17](Cl)([O:19]C(=O)OC(Cl)(Cl)Cl)Cl.C(N(C(C)C)CC)(C)C. The catalyst is ClCCCl. The product is [CH2:1]([N:8]1[CH2:13][CH2:12][N:11]2[C:17](=[O:19])[O:15][CH2:14][CH:10]2[CH2:9]1)[C:2]1[CH:3]=[CH:4][CH:5]=[CH:6][CH:7]=1. The yield is 0.320.